Dataset: Catalyst prediction with 721,799 reactions and 888 catalyst types from USPTO. Task: Predict which catalyst facilitates the given reaction. (1) Reactant: [CH3:1][N:2]1[CH:6]=[CH:5][C:4]([N:7]2[CH2:11][CH2:10][O:9][C:8]2=[O:12])=[N:3]1.[N+:13]([O-])([OH:15])=[O:14].[OH-].[Na+]. Product: [CH3:1][N:2]1[CH:6]=[C:5]([N+:13]([O-:15])=[O:14])[C:4]([N:7]2[CH2:11][CH2:10][O:9][C:8]2=[O:12])=[N:3]1. The catalyst class is: 65. (2) Reactant: [CH2:1]([CH:3]([CH2:21][CH3:22])[CH:4]([NH2:20])[C:5]1[N:9]([S:10]([C:13]2[CH:18]=[CH:17][C:16]([CH3:19])=[CH:15][CH:14]=2)(=[O:12])=[O:11])[N:8]=[CH:7][CH:6]=1)[CH3:2].C(N(CC)CC)C.[Cl:30][C:31]1[S:35][C:34]([S:36](Cl)(=[O:38])=[O:37])=[CH:33][CH:32]=1. Product: [Cl:30][C:31]1[S:35][C:34]([S:36]([NH:20][CH:4]([C:5]2[N:9]([S:10]([C:13]3[CH:14]=[CH:15][C:16]([CH3:19])=[CH:17][CH:18]=3)(=[O:12])=[O:11])[N:8]=[CH:7][CH:6]=2)[CH:3]([CH2:1][CH3:2])[CH2:21][CH3:22])(=[O:38])=[O:37])=[CH:33][CH:32]=1. The catalyst class is: 366. (3) Reactant: [NH4+].[N:2]#[C:3][S-:4].[C:5]([C:8]1[CH:14]=[CH:13][C:11]([NH2:12])=[CH:10][CH:9]=1)(=[O:7])[CH3:6]. Product: [C:5]([C:8]1[CH:14]=[CH:13][C:11]([NH:12][C:3]([NH2:2])=[S:4])=[CH:10][CH:9]=1)(=[O:7])[CH3:6]. The catalyst class is: 126. (4) Reactant: [CH:1]12[CH2:7][CH:4]([CH:5]=[CH:6]1)[CH2:3][CH:2]2[CH2:8][CH2:9][CH2:10][CH2:11][CH2:12][CH2:13][N:14]=[CH:15][C:16]1[CH:25]=[CH:24][C:23]([OH:26])=[C:22]2[C:17]=1[CH:18]=[CH:19][CH:20]=[N:21]2.[BH4-].[Na+]. Product: [CH:1]12[CH2:7][CH:4]([CH:5]=[CH:6]1)[CH2:3][CH:2]2[CH2:8][CH2:9][CH2:10][CH2:11][CH2:12][CH2:13][NH:14][CH2:15][C:16]1[CH:25]=[CH:24][C:23]([OH:26])=[C:22]2[C:17]=1[CH:18]=[CH:19][CH:20]=[N:21]2. The catalyst class is: 24. (5) Reactant: [Cl:1][CH2:2][CH2:3][CH2:4][C:5](Cl)=[O:6].CN(C)C1C=CC=CC=1.[C:17]([OH:21])([CH3:20])([CH3:19])[CH3:18]. Product: [Cl:1][CH2:2][CH2:3][CH2:4][C:5]([O:21][C:17]([CH3:20])([CH3:19])[CH3:18])=[O:6]. The catalyst class is: 27. (6) Reactant: [F:1][C:2]1[CH:7]=[C:6]([S:8][C:9]2[CH:14]=[CH:13][CH:12]=[C:11]([CH3:15])[CH:10]=2)[CH:5]=[CH:4][C:3]=1[C:16]1[CH:21]=[CH:20][C:19]([CH2:22][CH2:23][C:24]2([NH:32]C(=O)C)[CH2:29][O:28]C(C)(C)[O:26][CH2:25]2)=[CH:18][CH:17]=1.[ClH:36]. Product: [ClH:36].[NH2:32][C:24]([CH2:23][CH2:22][C:19]1[CH:18]=[CH:17][C:16]([C:3]2[CH:4]=[CH:5][C:6]([S:8][C:9]3[CH:14]=[CH:13][CH:12]=[C:11]([CH3:15])[CH:10]=3)=[CH:7][C:2]=2[F:1])=[CH:21][CH:20]=1)([CH2:29][OH:28])[CH2:25][OH:26]. The catalyst class is: 5. (7) Reactant: [CH:1]([O-:3])=O.C(OC(=O)C)(=O)C.[F:11][C:12]1[CH:18]=[CH:17][CH:16]=[CH:15][C:13]=1[NH2:14]. Product: [CH:1]([NH:14][C:13]1[CH:15]=[CH:16][CH:17]=[CH:18][C:12]=1[F:11])=[O:3]. The catalyst class is: 7. (8) Reactant: Br[C:2]1[CH:7]=[CH:6][CH:5]=[CH:4][C:3]=1[NH:8][C:9]1[C:14]([CH3:15])=[CH:13][CH:12]=[CH:11][C:10]=1[CH3:16].[Li]CCCC.Cl[P:23]([CH:27]([CH3:29])[CH3:28])[CH:24]([CH3:26])[CH3:25]. Product: [CH:24]([P:23]([CH:27]([CH3:29])[CH3:28])[C:2]1[CH:7]=[CH:6][CH:5]=[CH:4][C:3]=1[NH:8][C:9]1[C:14]([CH3:15])=[CH:13][CH:12]=[CH:11][C:10]=1[CH3:16])([CH3:26])[CH3:25]. The catalyst class is: 27.